Dataset: Choline transporter screen with 302,306 compounds. Task: Binary Classification. Given a drug SMILES string, predict its activity (active/inactive) in a high-throughput screening assay against a specified biological target. (1) The drug is S(c1n(c2c(n(n(c2=O)c2ccccc2)C)C)c(=O)c2c(n1)cccc2)CC(=O)NC(C)C. The result is 0 (inactive). (2) The drug is O(c1cc(ccc1)C(=O)NNC(=O)CCC(O)=O)CC. The result is 0 (inactive). (3) The drug is FC(F)(C(=O)NC1CCC(NC(=O)C(F)(F)C(F)F)CC1)C(F)F. The result is 0 (inactive). (4) The compound is O(C1CCN(CC1)Cc1ncccc1)c1ccc(cc1)C(=O)NC(c1ccccc1)C. The result is 1 (active).